This data is from Full USPTO retrosynthesis dataset with 1.9M reactions from patents (1976-2016). The task is: Predict the reactants needed to synthesize the given product. (1) The reactants are: C(OC(=O)[NH:7][C@H:8]1[CH2:11][C@@H:10]([NH:12][C:13]2[N:14]=[CH:15][C:16]3[N:21]=[N:20][N:19]([C:22]4[CH:27]=[CH:26][C:25]([O:28][CH3:29])=[CH:24][CH:23]=4)[C:17]=3[N:18]=2)[CH2:9]1)(C)(C)C.[ClH:31]. Given the product [ClH:31].[CH3:29][O:28][C:25]1[CH:26]=[CH:27][C:22]([N:19]2[C:17]3[N:18]=[C:13]([NH:12][C@H:10]4[CH2:11][C@@H:8]([NH2:7])[CH2:9]4)[N:14]=[CH:15][C:16]=3[N:21]=[N:20]2)=[CH:23][CH:24]=1, predict the reactants needed to synthesize it. (2) Given the product [Br:22][C:23]1[CH:28]=[CH:27][C:26]([CH2:29][N:15]2[CH:16]=[C:12]3[C:13]([N:8]([CH2:7][C:6]4[CH:5]=[CH:4][C:3]([O:2][CH3:1])=[CH:21][CH:20]=4)[C:9](=[O:19])[N:10]([CH3:18])[C:11]3=[O:17])=[N:14]2)=[CH:25][CH:24]=1, predict the reactants needed to synthesize it. The reactants are: [CH3:1][O:2][C:3]1[CH:21]=[CH:20][C:6]([CH2:7][N:8]2[C:13]3=[N:14][NH:15][CH:16]=[C:12]3[C:11](=[O:17])[N:10]([CH3:18])[C:9]2=[O:19])=[CH:5][CH:4]=1.[Br:22][C:23]1[CH:28]=[CH:27][C:26]([CH2:29]Br)=[CH:25][CH:24]=1.C([O-])([O-])=O.[K+].[K+].O.